Dataset: Reaction yield outcomes from USPTO patents with 853,638 reactions. Task: Predict the reaction yield, written as a fraction of the theoretical maximum amount of product (1.0 means a 100% yield; for example, 0.34 means a 34% yield). (1) The catalyst is O. The product is [CH3:1][O:2][C:3]1[CH:10]=[CH:9][C:6]([CH2:7][NH:8][C:23](=[O:30])[C:24]2[CH:29]=[CH:28][CH:27]=[CH:26][CH:25]=2)=[CH:5][CH:4]=1. The reactants are [CH3:1][O:2][C:3]1[CH:10]=[CH:9][C:6]([CH2:7][NH2:8])=[CH:5][CH:4]=1.C(N(CC)CC)C.C1COCC1.[C:23](Cl)(=[O:30])[C:24]1[CH:29]=[CH:28][CH:27]=[CH:26][CH:25]=1. The yield is 0.807. (2) The reactants are C(O[K])(C)(C)C.C1COCC1.[C:12]1([CH3:34])[CH:17]=[C:16]([CH3:18])[CH:15]=[C:14]([CH3:19])[C:13]=1[C:20]1[C:21]([CH3:33])=[N:22][N:23]2[C:28]3[NH:29][CH2:30][CH2:31][C:27]=3[C:26]([CH3:32])=[N:25][C:24]=12.O. The catalyst is C1COCC1. The product is [C:12]1([CH3:34])[CH:17]=[C:16]([CH3:18])[CH:15]=[C:14]([CH3:19])[C:13]=1[C:20]1[C:21]([CH3:33])=[N:22][N:23]2[C:28]3[NH:29][CH:30]=[CH:31][C:27]=3[C:26]([CH3:32])=[N:25][C:24]=12. The yield is 0.630. (3) The reactants are C([N:8]1[CH2:16][C:15]2[C:10](=[CH:11][CH:12]=[C:13]([CH2:17][OH:18])[CH:14]=2)[CH2:9]1)C1C=CC=CC=1. The catalyst is [Pd].C(O)C. The product is [CH2:9]1[C:10]2[C:15](=[CH:14][C:13]([CH2:17][OH:18])=[CH:12][CH:11]=2)[CH2:16][NH:8]1. The yield is 1.00. (4) The reactants are [CH2:1]([N:8]1[CH2:12][CH2:11][CH:10]=[CH:9]1)[C:2]1[CH:7]=[CH:6][CH:5]=[CH:4][CH:3]=1.[OH:13]S(O)(=O)=O.O.C1C=C(Cl)C=C(C(OO)=O)C=1. The catalyst is CC(C)=O. The product is [CH2:1]([N:8]1[CH2:12][CH:11]2[CH:10]([O:13]2)[CH2:9]1)[C:2]1[CH:7]=[CH:6][CH:5]=[CH:4][CH:3]=1. The yield is 0.770. (5) The reactants are [OH:1][CH:2]1[CH2:20][CH:19]2[N:4]([C:5](=[O:39])[CH:6]([NH:31][C:32]([O:34][C:35]([CH3:38])([CH3:37])[CH3:36])=[O:33])[CH2:7][CH2:8][CH2:9][CH2:10][CH2:11][CH:12]=[CH:13][CH:14]3[C:16]([C:22]([NH:24][S:25]([CH:28]4[CH2:30][CH2:29]4)(=[O:27])=[O:26])=[O:23])([NH:17][C:18]2=[O:21])[CH2:15]3)[CH2:3]1.[Cl:40][C:41]1[CH:42]=[C:43]([CH:47]=[CH:48][CH:49]=1)[C:44](Cl)=[O:45]. No catalyst specified. The product is [Cl:40][C:41]1[CH:42]=[C:43]([CH:47]=[CH:48][CH:49]=1)[C:44]([O:1][CH:2]1[CH2:20][CH:19]2[N:4]([C:5](=[O:39])[CH:6]([NH:31][C:32]([O:34][C:35]([CH3:36])([CH3:38])[CH3:37])=[O:33])[CH2:7][CH2:8][CH2:9][CH2:10][CH2:11][CH:12]=[CH:13][CH:14]3[C:16]([C:22]([NH:24][S:25]([CH:28]4[CH2:30][CH2:29]4)(=[O:27])=[O:26])=[O:23])([NH:17][C:18]2=[O:21])[CH2:15]3)[CH2:3]1)=[O:45]. The yield is 0.940.